From a dataset of Full USPTO retrosynthesis dataset with 1.9M reactions from patents (1976-2016). Predict the reactants needed to synthesize the given product. (1) Given the product [CH3:27][C@H:23]1[CH2:24][CH2:25][CH2:26][N:22]1[CH:19]1[CH2:20][CH2:21][C@H:17]([C:14]2[CH:15]=[CH:16][C:11]([NH2:10])=[CH:12][CH:13]=2)[CH2:18]1, predict the reactants needed to synthesize it. The reactants are: C(OC(=O)[NH:10][C:11]1[CH:16]=[CH:15][C:14]([C@H:17]2[CH2:21][CH2:20][CH:19]([N:22]3[CH2:26][CH2:25][CH2:24][C@@H:23]3[CH3:27])[CH2:18]2)=[CH:13][CH:12]=1)C1C=CC=CC=1. (2) Given the product [NH2:40][C:41]1[CH:46]=[CH:45][CH:44]=[CH:43][C:42]=1[NH:47][C:48]([C:50]1[S:51][C:52]2[CH2:53][N:54]([C:9](=[O:11])[CH2:8][O:1][C:2]3[CH:3]=[CH:4][CH:5]=[CH:6][CH:7]=3)[CH2:55][CH2:56][C:57]=2[N:58]=1)=[O:49], predict the reactants needed to synthesize it. The reactants are: [O:1]([CH2:8][C:9]([OH:11])=O)[C:2]1[CH:7]=[CH:6][CH:5]=[CH:4][CH:3]=1.ON1C2C=CC=CC=2N=N1.C(N=C=NCCCN(C)C)C.CN1CCOCC1.[NH2:40][C:41]1[CH:46]=[CH:45][CH:44]=[CH:43][C:42]=1[NH:47][C:48]([C:50]1[S:51][C:52]2[CH2:53][NH:54][CH2:55][CH2:56][C:57]=2[N:58]=1)=[O:49].